Dataset: Peptide-MHC class II binding affinity with 134,281 pairs from IEDB. Task: Regression. Given a peptide amino acid sequence and an MHC pseudo amino acid sequence, predict their binding affinity value. This is MHC class II binding data. (1) The peptide sequence is NTSYRLISCNTSVI. The MHC is DRB1_1201 with pseudo-sequence DRB1_1201. The binding affinity (normalized) is 0.315. (2) The peptide sequence is KNIPQPVRALLEGFL. The MHC is DRB5_0101 with pseudo-sequence DRB5_0101. The binding affinity (normalized) is 0.215. (3) The binding affinity (normalized) is 0.309. The MHC is DRB1_0301 with pseudo-sequence DRB1_0301. The peptide sequence is YAFVGVMYNLWKMKTK. (4) The peptide sequence is WCCRSCTMPPVSFHG. The MHC is HLA-DQA10201-DQB10402 with pseudo-sequence HLA-DQA10201-DQB10402. The binding affinity (normalized) is 0.548. (5) The peptide sequence is VIPAGELQVIEKVDA. The MHC is HLA-DPA10201-DPB11401 with pseudo-sequence HLA-DPA10201-DPB11401. The binding affinity (normalized) is 0.133. (6) The peptide sequence is MYLGTCKTLTPLMSS. The MHC is DRB1_1001 with pseudo-sequence DRB1_1001. The binding affinity (normalized) is 0.773. (7) The peptide sequence is WQSGSGGVWREMHHL. The MHC is DRB1_1302 with pseudo-sequence DRB1_1302. The binding affinity (normalized) is 0.126. (8) The peptide sequence is LVAGPAGSYAADLGY. The MHC is HLA-DQA10301-DQB10302 with pseudo-sequence HLA-DQA10301-DQB10302. The binding affinity (normalized) is 0.526. (9) The peptide sequence is VVLRKRQGPKQMLVG. The MHC is DRB1_1301 with pseudo-sequence DRB1_1301. The binding affinity (normalized) is 0.834.